Dataset: Reaction yield outcomes from USPTO patents with 853,638 reactions. Task: Predict the reaction yield, written as a fraction of the theoretical maximum amount of product (1.0 means a 100% yield; for example, 0.34 means a 34% yield). (1) The reactants are Br[C:2]1[CH:7]=[CH:6][C:5]([C:8](=[O:20])[CH2:9][CH2:10][C:11](=[O:19])[CH2:12][CH2:13][C:14]([O:16][CH2:17][CH3:18])=[O:15])=[CH:4][CH:3]=1.[O:21]1[CH2:25][CH2:24][NH:23][C:22]1=[O:26].N1CCC[C@H]1C(O)=O.C([O-])([O-])=O.[K+].[K+]. The catalyst is O1CCOCC1.[Cu]I. The product is [O:19]=[C:11]([CH2:10][CH2:9][C:8](=[O:20])[C:5]1[CH:6]=[CH:7][C:2]([N:23]2[CH2:24][CH2:25][O:21][C:22]2=[O:26])=[CH:3][CH:4]=1)[CH2:12][CH2:13][C:14]([O:16][CH2:17][CH3:18])=[O:15]. The yield is 0.100. (2) The reactants are [N:1]1[CH:2]=[C:3]([NH2:10])[N:4]2[C:9]=1[CH:8]=[CH:7][CH:6]=[N:5]2.N1C=CC=CC=1.Cl[C:18]([O:20][C:21]1[CH:26]=[CH:25][CH:24]=[CH:23][CH:22]=1)=[O:19]. The catalyst is CN(C=O)C.CCOC(C)=O. The product is [C:21]1([O:20][C:18](=[O:19])[NH:10][C:3]2[N:4]3[N:5]=[CH:6][CH:7]=[CH:8][C:9]3=[N:1][CH:2]=2)[CH:26]=[CH:25][CH:24]=[CH:23][CH:22]=1. The yield is 0.720. (3) The reactants are [NH2:1][C:2]1[CH:6]=[C:5]([C:7]2[CH:12]=[CH:11][CH:10]=[CH:9][C:8]=2[CH3:13])[NH:4][N:3]=1.[OH-].[K+].[C:16](O[C:16]([O:18][C:19]([CH3:22])([CH3:21])[CH3:20])=[O:17])([O:18][C:19]([CH3:22])([CH3:21])[CH3:20])=[O:17]. The catalyst is C(Cl)Cl. The product is [C:19]([O:18][C:16]([N:4]1[C:5]([C:7]2[CH:12]=[CH:11][CH:10]=[CH:9][C:8]=2[CH3:13])=[CH:6][C:2]([NH2:1])=[N:3]1)=[O:17])([CH3:22])([CH3:21])[CH3:20]. The yield is 0.760. (4) The reactants are [H-].[Na+].[Br-].[C:4]([CH2:9][P+](C1C=CC=CC=1)(C1C=CC=CC=1)C1C=CC=CC=1)([O:6][CH2:7][CH3:8])=[O:5].[Cl:29][C:30]1[N:31]=[CH:32][CH:33]=[C:34]([CH:37]=1)C=O.Cl.[CH3:39]S(C)=O. No catalyst specified. The product is [CH2:7]([O:6][C:4](=[O:5])/[CH:9]=[CH:39]/[C:33]1[CH:32]=[N:31][C:30]([Cl:29])=[CH:37][CH:34]=1)[CH3:8]. The yield is 0.450.